This data is from Forward reaction prediction with 1.9M reactions from USPTO patents (1976-2016). The task is: Predict the product of the given reaction. (1) The product is: [NH2:1][C:2]1[CH:7]=[C:6]([F:8])[C:5]([F:9])=[CH:4][C:3]=1[NH:10][C:18]([NH:17][C:13]1[C:12]([Cl:11])=[CH:16][S:15][CH:14]=1)=[S:19]. Given the reactants [NH2:1][C:2]1[CH:7]=[C:6]([F:8])[C:5]([F:9])=[CH:4][C:3]=1[NH2:10].[Cl:11][C:12]1[C:13]([N:17]=[C:18]=[S:19])=[CH:14][S:15][CH:16]=1, predict the reaction product. (2) Given the reactants [NH2:1][C:2]1[C:3]([C:15]([NH2:17])=[O:16])=[CH:4][C:5]2[C:13]3[C:8](=[CH:9][CH:10]=[CH:11][CH:12]=3)[NH:7][C:6]=2[N:14]=1.[Br:18]N1C(=O)CCC1=O.O, predict the reaction product. The product is: [NH2:1][C:2]1[C:3]([C:15]([NH2:17])=[O:16])=[CH:4][C:5]2[C:13]3[C:8](=[CH:9][CH:10]=[C:11]([Br:18])[CH:12]=3)[NH:7][C:6]=2[N:14]=1. (3) Given the reactants S(=O)(=O)(O)O.[Cl:6][C:7]1[C:15]([N+:16]([O-:18])=[O:17])=[CH:14][CH:13]=[CH:12][C:8]=1[C:9]([OH:11])=[O:10].[CH3:19]O, predict the reaction product. The product is: [CH3:19][O:10][C:9](=[O:11])[C:8]1[CH:12]=[CH:13][CH:14]=[C:15]([N+:16]([O-:18])=[O:17])[C:7]=1[Cl:6]. (4) Given the reactants [H-].[Al+3].[Li+].[H-].[H-].[H-].[Br:7][C:8]1[CH:9]=[C:10]([CH:19]=[CH:20][CH:21]=1)[O:11][C:12]1[S:16][C:15]([C:17]#[N:18])=[CH:14][CH:13]=1.O, predict the reaction product. The product is: [Br:7][C:8]1[CH:9]=[C:10]([CH:19]=[CH:20][CH:21]=1)[O:11][C:12]1[S:16][C:15]([CH2:17][NH2:18])=[CH:14][CH:13]=1. (5) The product is: [Br:18][C:19]1[C:27]2[CH:2]([CH3:3])[O:25][C:24](=[O:26])[C:23]=2[CH:22]=[N:21][CH:20]=1. Given the reactants [Li][CH2:2][CH2:3]CC.CC1(C)CCCC(C)(C)N1.N#N.[Br:18][C:19]1[CH:20]=[N:21][CH:22]=[C:23]([CH:27]=1)[C:24]([OH:26])=[O:25].C(=O)C, predict the reaction product. (6) Given the reactants [CH3:1][C:2]1[C:7]([CH3:8])=[CH:6][CH:5]=[CH:4][C:3]=1[C:9]#[CH:10].[Cl:11][C:12]1[CH:19]=[C:18]([O:20][CH3:21])[CH:17]=[CH:16][C:13]=1[CH2:14][SH:15].[Na], predict the reaction product. The product is: [CH3:1][C:2]1[C:7]([CH3:8])=[CH:6][CH:5]=[CH:4][C:3]=1/[CH:9]=[CH:10]\[CH:14]([S:15][CH:14](/[CH:10]=[CH:9]\[C:3]1[CH:4]=[CH:5][CH:6]=[C:7]([CH3:8])[C:2]=1[CH3:1])[C:13]1[CH:16]=[CH:17][C:18]([O:20][CH3:21])=[CH:19][C:12]=1[Cl:11])[C:13]1[CH:16]=[CH:17][C:18]([O:20][CH3:21])=[CH:19][C:12]=1[Cl:11]. (7) Given the reactants [F:1][C:2]1[CH:7]=[CH:6][C:5]([CH:8]2[C:16]3[C:11](=[CH:12][CH:13]=[CH:14][CH:15]=3)[C:10]([C:17]3[N:18]=[CH:19][NH:20][CH:21]=3)=[CH:9]2)=[CH:4][CH:3]=1, predict the reaction product. The product is: [F:1][C:2]1[CH:7]=[CH:6][C:5]([CH:8]2[C:16]3[C:11](=[CH:12][CH:13]=[CH:14][CH:15]=3)[CH:10]([C:17]3[N:18]=[CH:19][NH:20][CH:21]=3)[CH2:9]2)=[CH:4][CH:3]=1. (8) The product is: [CH2:65]([O:78][C:72]([C:74]1([NH:57][C:55]([CH:12]2[CH2:11][CH:10]([O:50][C:39]3[C:38]4[C:43](=[CH:44][C:35]([O:34][CH3:33])=[CH:36][CH:37]=4)[N:42]=[C:41]([C:45]4[S:46][CH:47]=[CH:48][N:49]=4)[CH:40]=3)[CH2:9][CH:8]2[C:6]([OH:5])=[O:7])=[O:54])[CH2:27][CH:32]1[CH:31]=[CH2:30])=[O:73])[CH3:66]. Given the reactants C([O:5][C:6]([C:8]1(O)[CH2:12][CH2:11][CH2:10][CH2:9]1)=[O:7])(C)(C)C.[CH:31]1[CH:30]=CC(P([C:27]2[CH:32]=[CH:31][CH:30]=CC=2)[C:31]2[CH:30]=CC=[CH:27][CH:32]=2)=[CH:27][CH:32]=1.[CH3:33][O:34][C:35]1[CH:44]=[C:43]2[C:38]([CH:39]([OH:50])[CH:40]=[C:41]([C:45]3[S:46][CH:47]=[CH:48][N:49]=3)[NH:42]2)=[CH:37][CH:36]=1.CC([O:54][C:55](/[N:57]=N/C(OC(C)C)=O)=O)C.[CH2:65]([SiH](CC)CC)[CH3:66].[C:72]([OH:78])([C:74](F)(F)F)=[O:73], predict the reaction product.